This data is from Forward reaction prediction with 1.9M reactions from USPTO patents (1976-2016). The task is: Predict the product of the given reaction. (1) Given the reactants O[CH:2]=[C:3]1[C:11]2[C:6](=[CH:7][C:8]([C:12]3[CH:17]=[CH:16][CH:15]=[C:14]([O:18][CH3:19])[CH:13]=3)=[CH:9][CH:10]=2)[NH:5][C:4]1=[O:20].[N:21]1([CH2:27][CH2:28][CH2:29][O:30][C:31]2[CH:36]=[CH:35][C:34]([NH2:37])=[CH:33][CH:32]=2)[CH2:26][CH2:25][CH2:24][CH2:23][CH2:22]1, predict the reaction product. The product is: [CH3:19][O:18][C:14]1[CH:13]=[C:12]([C:8]2[CH:7]=[C:6]3[C:11]([C:3](=[CH:2][NH:37][C:34]4[CH:35]=[CH:36][C:31]([O:30][CH2:29][CH2:28][CH2:27][N:21]5[CH2:26][CH2:25][CH2:24][CH2:23][CH2:22]5)=[CH:32][CH:33]=4)[C:4](=[O:20])[NH:5]3)=[CH:10][CH:9]=2)[CH:17]=[CH:16][CH:15]=1. (2) Given the reactants [Cl:1][C:2]1[CH:3]=[CH:4][C:5]2[O:9][C:8]([C:10](N(OC)C)=[O:11])=[C:7]([CH3:16])[C:6]=2[CH:17]=1.[H-].[Al+3].[Li+].[H-].[H-].[H-].O, predict the reaction product. The product is: [Cl:1][C:2]1[CH:3]=[CH:4][C:5]2[O:9][C:8]([CH:10]=[O:11])=[C:7]([CH3:16])[C:6]=2[CH:17]=1.